This data is from Peptide-MHC class II binding affinity with 134,281 pairs from IEDB. The task is: Regression. Given a peptide amino acid sequence and an MHC pseudo amino acid sequence, predict their binding affinity value. This is MHC class II binding data. (1) The peptide sequence is FDSFVASLTEALRVI. The MHC is HLA-DQA10401-DQB10402 with pseudo-sequence HLA-DQA10401-DQB10402. The binding affinity (normalized) is 0.462. (2) The MHC is DRB1_0404 with pseudo-sequence DRB1_0404. The binding affinity (normalized) is 0.293. The peptide sequence is KPPFSGMTGCGNTPI. (3) The peptide sequence is DHAHWTEAKMLLDNI. The MHC is DRB1_0301 with pseudo-sequence DRB1_0301. The binding affinity (normalized) is 0.355. (4) The peptide sequence is IGECHMSESYIDR. The MHC is DRB1_1501 with pseudo-sequence DRB1_1501. The binding affinity (normalized) is 0. (5) The peptide sequence is VNTLRFLVKNAGYLV. The MHC is DRB1_0404 with pseudo-sequence DRB1_0404. The binding affinity (normalized) is 0.489. (6) The binding affinity (normalized) is 0.835. The MHC is DRB1_0101 with pseudo-sequence DRB1_0101. The peptide sequence is AWPLIVTALRANSAV.